Dataset: Reaction yield outcomes from USPTO patents with 853,638 reactions. Task: Predict the reaction yield, written as a fraction of the theoretical maximum amount of product (1.0 means a 100% yield; for example, 0.34 means a 34% yield). (1) The reactants are [Cl:1][C:2]1[CH:26]=[CH:25][C:5]([NH:6][C:7]2[C:16]3[C:11](=[CH:12][C:13]([O:19][CH2:20][CH2:21][CH2:22][S:23][CH3:24])=[C:14]([O:17][CH3:18])[CH:15]=3)[N:10]=[CH:9][N:8]=2)=[C:4]([F:27])[CH:3]=1.[OH:28]OS([O-])=O.[K+]. No catalyst specified. The product is [Cl:1][C:2]1[CH:26]=[CH:25][C:5]([NH:6][C:7]2[C:16]3[C:11](=[CH:12][C:13]([O:19][CH2:20][CH2:21][CH2:22][S:23]([CH3:24])=[O:28])=[C:14]([O:17][CH3:18])[CH:15]=3)[N:10]=[CH:9][N:8]=2)=[C:4]([F:27])[CH:3]=1. The yield is 0.290. (2) The reactants are [Cl:1][C:2]1[N:7]=[C:6](Cl)[CH:5]=[CH:4][N:3]=1.[CH3:9][O:10][C:11]1[CH:12]=[CH:13][C:14]([CH2:17][OH:18])=[CH:15][CH:16]=1.[OH-].[K+]. The catalyst is C1(C)C=CC=CC=1.CCOC(C)=O.C1OCCOCCOCCOCCOCCOC1. The product is [Cl:1][C:2]1[N:7]=[C:6]([O:18][CH2:17][C:14]2[CH:13]=[CH:12][C:11]([O:10][CH3:9])=[CH:16][CH:15]=2)[CH:5]=[CH:4][N:3]=1. The yield is 0.710. (3) The reactants are [C:1]([O:5][C:6]([NH:8][CH:9]([CH2:13][CH:14]1[CH2:18][CH2:17][CH2:16][CH2:15]1)[C:10](O)=[O:11])=[O:7])([CH3:4])([CH3:3])[CH3:2].CN1CCOCC1.ClC(OCC(C)C)=O.[BH4-].[Na+]. The catalyst is C1COCC1.O. The product is [CH:14]1([CH2:13][CH:9]([NH:8][C:6](=[O:7])[O:5][C:1]([CH3:3])([CH3:2])[CH3:4])[CH2:10][OH:11])[CH2:15][CH2:16][CH2:17][CH2:18]1. The yield is 0.720. (4) The reactants are [CH2:1]([N:8]1[CH2:13][C:12](=[O:14])[NH:11][C:10]2[CH:15]=[C:16]([CH2:19]O)[CH:17]=[N:18][C:9]1=2)[C:2]1[CH:7]=[CH:6][CH:5]=[CH:4][CH:3]=1.[I-].C(C[P+](C)(C)C)#N.C(N(C(C)C)C(C)C)C.Cl.[Cl:39][C:40]1[CH:45]=[CH:44][C:43]([C:46]2[CH2:47][CH2:48][NH:49][CH2:50][CH:51]=2)=[CH:42][CH:41]=1. The catalyst is C(#N)CC.O. The product is [CH2:1]([N:8]1[CH2:13][C:12](=[O:14])[NH:11][C:10]2[CH:15]=[C:16]([CH2:19][N:49]3[CH2:50][CH2:51][C:46]([C:43]4[CH:42]=[CH:41][C:40]([Cl:39])=[CH:45][CH:44]=4)=[CH:47][CH2:48]3)[CH:17]=[N:18][C:9]1=2)[C:2]1[CH:7]=[CH:6][CH:5]=[CH:4][CH:3]=1. The yield is 0.270. (5) The reactants are [CH:1]([C:3]1[CH:4]=[N:5][CH:6]=[CH:7][C:8]=1[C:9]1[CH:14]=[CH:13][C:12]([NH:15][C:16](=[O:22])[O:17][C:18]([CH3:21])([CH3:20])[CH3:19])=[CH:11][C:10]=1[O:23][CH3:24])=[O:2].[BH4-].[Na+]. The catalyst is CO. The product is [OH:2][CH2:1][C:3]1[CH:4]=[N:5][CH:6]=[CH:7][C:8]=1[C:9]1[CH:14]=[CH:13][C:12]([NH:15][C:16](=[O:22])[O:17][C:18]([CH3:20])([CH3:21])[CH3:19])=[CH:11][C:10]=1[O:23][CH3:24]. The yield is 0.730. (6) The reactants are C1COCC1.[O:6]([C:13]1[CH:14]=[C:15]([N:19]([CH2:27][C:28]2[CH:33]=[CH:32][CH:31]=[C:30](Br)[CH:29]=2)[CH2:20][CH:21]([OH:26])[C:22]([F:25])([F:24])[F:23])[CH:16]=[CH:17][CH:18]=1)[C:7]1[CH:12]=[CH:11][CH:10]=[CH:9][CH:8]=1.[CH2:35]([Mg]Br)[C:36]1[CH:41]=[CH:40][CH:39]=[CH:38][CH:37]=1.[NH4+].[Cl-]. The catalyst is C1C=CC([P]([Pd]([P](C2C=CC=CC=2)(C2C=CC=CC=2)C2C=CC=CC=2)([P](C2C=CC=CC=2)(C2C=CC=CC=2)C2C=CC=CC=2)[P](C2C=CC=CC=2)(C2C=CC=CC=2)C2C=CC=CC=2)(C2C=CC=CC=2)C2C=CC=CC=2)=CC=1.CCO. The product is [O:6]([C:13]1[CH:14]=[C:15]([N:19]([CH2:27][C:28]2[CH:33]=[CH:32][CH:31]=[C:30]([CH2:35][C:36]3[CH:41]=[CH:40][CH:39]=[CH:38][CH:37]=3)[CH:29]=2)[CH2:20][CH:21]([OH:26])[C:22]([F:25])([F:24])[F:23])[CH:16]=[CH:17][CH:18]=1)[C:7]1[CH:12]=[CH:11][CH:10]=[CH:9][CH:8]=1. The yield is 0.620. (7) The reactants are [CH2:1]([C:3]1[C:4]([CH3:9])=[N:5][CH:6]=[CH:7][CH:8]=1)[CH3:2].ClC1C=CC=C(C(OO)=[O:18])C=1.C(=O)([O-])O.[Na+]. The product is [CH2:1]([C:3]1[C:4]([CH3:9])=[N+:5]([O-:18])[CH:6]=[CH:7][CH:8]=1)[CH3:2]. The catalyst is ClCCl. The yield is 0.896.